From a dataset of Catalyst prediction with 721,799 reactions and 888 catalyst types from USPTO. Predict which catalyst facilitates the given reaction. Reactant: C[O:2][C:3](=[O:36])[CH2:4][CH:5]1[CH2:10][CH2:9][C@H:8]([C:11]([N:13]2[CH2:18][CH2:17][N:16]([C:19]3[CH:24]=[CH:23][CH:22]=[CH:21][CH:20]=3)[CH2:15][CH2:14]2)=[O:12])[C@@H:7]([C:25](=[O:35])[NH:26][O:27][CH2:28][C:29]2[CH:34]=[CH:33][CH:32]=[CH:31][CH:30]=2)[CH2:6]1.O.[OH-].[Li+].Cl. Product: [CH2:28]([O:27][NH:26][C:25]([C@@H:7]1[C@@H:8]([C:11]([N:13]2[CH2:14][CH2:15][N:16]([C:19]3[CH:20]=[CH:21][CH:22]=[CH:23][CH:24]=3)[CH2:17][CH2:18]2)=[O:12])[CH2:9][CH2:10][CH:5]([CH2:4][C:3]([OH:36])=[O:2])[CH2:6]1)=[O:35])[C:29]1[CH:30]=[CH:31][CH:32]=[CH:33][CH:34]=1. The catalyst class is: 1.